From a dataset of Reaction yield outcomes from USPTO patents with 853,638 reactions. Predict the reaction yield, written as a fraction of the theoretical maximum amount of product (1.0 means a 100% yield; for example, 0.34 means a 34% yield). (1) The reactants are [Cl:1][C:2]1[CH:7]=[CH:6][CH:5]=[C:4]([Cl:8])[C:3]=1[C:9]1[C:13]([CH2:14][S:15][C:16]2[CH:21]=[CH:20][C:19]([C:22]3[CH:23]=[C:24]4[C:29](=[CH:30][CH:31]=3)[N:28]=[C:27]([C:32]([O:34]CC)=[O:33])[CH:26]=[CH:25]4)=[CH:18][CH:17]=2)=[C:12]([CH:37]([CH3:39])[CH3:38])[O:11][N:10]=1.C(O)C.[OH-].[Na+]. The catalyst is O1CCCC1. The product is [Cl:8][C:4]1[CH:5]=[CH:6][CH:7]=[C:2]([Cl:1])[C:3]=1[C:9]1[C:13]([CH2:14][S:15][C:16]2[CH:17]=[CH:18][C:19]([C:22]3[CH:23]=[C:24]4[C:29](=[CH:30][CH:31]=3)[N:28]=[C:27]([C:32]([OH:34])=[O:33])[CH:26]=[CH:25]4)=[CH:20][CH:21]=2)=[C:12]([CH:37]([CH3:39])[CH3:38])[O:11][N:10]=1. The yield is 0.940. (2) The reactants are [N+:1]([C:4]1[CH:5]=[CH:6][C:7]2[O:11][C:10](=[S:12])[NH:9][C:8]=2[CH:13]=1)([O-:3])=[O:2].[H-].[Na+].[CH2:16]1COC[CH2:17]1. The catalyst is ICC. The product is [CH2:16]([S:12][C:10]1[O:11][C:7]2[CH:6]=[CH:5][C:4]([N+:1]([O-:3])=[O:2])=[CH:13][C:8]=2[N:9]=1)[CH3:17]. The yield is 0.410. (3) The reactants are [CH2:1]([O:8][C:9]([NH:11][C:12]1[CH:27]=[CH:26][C:15]([O:16][C:17]2[CH:22]=[CH:21][N:20]=[C:19](C(O)=O)[CH:18]=2)=[C:14]([F:28])[CH:13]=1)=[O:10])[C:2]1[CH:7]=[CH:6][CH:5]=[CH:4][CH:3]=1.C([N:31]([CH2:34]C)CC)C.C1(P(N=[N+]=[N-])(C2C=CC=CC=2)=[O:43])C=CC=CC=1.[C:53]([OH:57])([CH3:56])([CH3:55])[CH3:54]. The catalyst is C(OCC)C.CCCCCC. The product is [C:53]([O:57][C:34](=[O:43])[NH:31][C:19]1[CH:18]=[C:17]([O:16][C:15]2[CH:26]=[CH:27][C:12]([NH:11][C:9]([O:8][CH2:1][C:2]3[CH:7]=[CH:6][CH:5]=[CH:4][CH:3]=3)=[O:10])=[CH:13][C:14]=2[F:28])[CH:22]=[CH:21][N:20]=1)([CH3:56])([CH3:55])[CH3:54]. The yield is 0.466. (4) The reactants are C(OC(=O)CCC)C.CC(C)=O.[CH3:13][C:14](=O)[CH2:15][C:16](=O)[CH2:17][CH2:18][CH3:19].[C:22]([CH2:24][C:25]([NH2:27])=[O:26])#[N:23].N1CCCCC1. The catalyst is CCOCC.CCO. The product is [CH3:13][C:14]1[CH:15]=[C:16]([CH2:17][CH2:18][CH3:19])[NH:27][C:25](=[O:26])[C:24]=1[C:22]#[N:23]. The yield is 0.400. (5) The reactants are [S:1]1[CH:5]=[CH:4][C:3]2[C:6](=[O:9])[CH2:7][CH2:8][C:2]1=2.[H-].[Na+].C([O:14][C:15]([C:17]1[CH:21]=[CH:20][O:19][CH:18]=1)=O)C.Cl. The catalyst is C1COCC1.C(OCC)(=O)C.O. The product is [O:19]1[CH:20]=[CH:21][C:17]([C:15]([CH:7]2[CH2:8][C:2]3[S:1][CH:5]=[CH:4][C:3]=3[C:6]2=[O:9])=[O:14])=[CH:18]1. The yield is 0.270.